Predict the reactants needed to synthesize the given product. From a dataset of Full USPTO retrosynthesis dataset with 1.9M reactions from patents (1976-2016). (1) Given the product [Cl:8][C:6]1[CH:7]=[C:2]([NH:16][CH2:15][CH:14]([CH3:17])[CH3:13])[C:3]2[N:4]([C:9]([I:12])=[CH:10][N:11]=2)[N:5]=1, predict the reactants needed to synthesize it. The reactants are: Br[C:2]1[C:3]2[N:4]([C:9]([I:12])=[CH:10][N:11]=2)[N:5]=[C:6]([Cl:8])[CH:7]=1.[CH3:13][CH:14]([CH3:17])[CH2:15][NH2:16].O. (2) Given the product [CH:14]1([S:20]([C:23]2[CH:30]=[CH:29][CH:28]=[CH:27][C:24]=2[CH:25]([OH:26])[C:10]2[C:9]3[C:8](=[O:11])[CH2:7][C:6]([CH3:13])([CH3:12])[CH2:5][C:4]=3[NH:3][C:2]=2[CH3:1])(=[O:22])=[O:21])[CH2:19][CH2:18][CH2:17][CH2:16][CH2:15]1, predict the reactants needed to synthesize it. The reactants are: [CH3:1][C:2]1[NH:3][C:4]2[CH2:5][C:6]([CH3:13])([CH3:12])[CH2:7][C:8](=[O:11])[C:9]=2[CH:10]=1.[CH:14]1([S:20]([C:23]2[CH:30]=[CH:29][CH:28]=[CH:27][C:24]=2[CH:25]=[O:26])(=[O:22])=[O:21])[CH2:19][CH2:18][CH2:17][CH2:16][CH2:15]1.[OH-].[Na+].S(=O)(O)[O-].[Na+]. (3) Given the product [F:6][C:7]1[CH:8]=[CH:9][C:10]([C:13]2[CH:18]=[C:17]([CH:19]([NH:5][CH:1]3[CH2:4][CH2:3][CH2:2]3)[CH3:20])[CH:16]=[CH:15][N:14]=2)=[CH:11][CH:12]=1, predict the reactants needed to synthesize it. The reactants are: [CH:1]1([NH2:5])[CH2:4][CH2:3][CH2:2]1.[F:6][C:7]1[CH:12]=[CH:11][C:10]([C:13]2[CH:18]=[C:17]([C:19](=O)[CH3:20])[CH:16]=[CH:15][N:14]=2)=[CH:9][CH:8]=1.C(=O)([O-])O.[Na+].